This data is from Catalyst prediction with 721,799 reactions and 888 catalyst types from USPTO. The task is: Predict which catalyst facilitates the given reaction. (1) Reactant: [OH-].[Na+].[C:3]([O:7][C:8]([N:10](C(OC(C)(C)C)=O)[C:11]1[C:15]([C:16]([O:18]CC)=[O:17])=[CH:14][N:13]([CH3:21])[N:12]=1)=[O:9])([CH3:6])([CH3:5])[CH3:4]. Product: [C:3]([O:7][C:8]([NH:10][C:11]1[C:15]([C:16]([OH:18])=[O:17])=[CH:14][N:13]([CH3:21])[N:12]=1)=[O:9])([CH3:6])([CH3:5])[CH3:4]. The catalyst class is: 14. (2) Reactant: [CH3:1][N:2]1[CH:6]=[C:5]([C:7]2[CH:8]=[N:9][C:10]([NH:13][NH:14][C:15](=O)[CH2:16][C:17]3[CH:22]=[CH:21][CH:20]=[CH:19][CH:18]=3)=[N:11][CH:12]=2)[CH:4]=[N:3]1.N#N.C1(P(C2C=CC=CC=2)C2C=CC=CC=2)C=CC=CC=1.N([Si](C)(C)C)=[N+]=[N-].CC(OC(/N=N/C(OC(C)C)=O)=O)C. Product: [CH2:16]([C:15]1[N:11]2[CH:12]=[C:7]([C:5]3[CH:4]=[N:3][N:2]([CH3:1])[CH:6]=3)[CH:8]=[N:9][C:10]2=[N:13][N:14]=1)[C:17]1[CH:22]=[CH:21][CH:20]=[CH:19][CH:18]=1. The catalyst class is: 7. (3) Reactant: [C:1]1(/[CH:7]=[CH:8]/[S:9](Cl)(=[O:11])=[O:10])[CH:6]=[CH:5][CH:4]=[CH:3][CH:2]=1.[CH3:13][O:14][C:15](=[O:25])[CH:16]=[CH:17][C:18]1[CH:23]=[CH:22][CH:21]=[C:20]([NH2:24])[CH:19]=1.C([O-])(O)=O.[Na+]. Product: [CH3:13][O:14][C:15](=[O:25])[CH:16]=[CH:17][C:18]1[CH:23]=[CH:22][CH:21]=[C:20]([NH:24][S:9](/[CH:8]=[CH:7]/[C:1]2[CH:6]=[CH:5][CH:4]=[CH:3][CH:2]=2)(=[O:11])=[O:10])[CH:19]=1. The catalyst class is: 38. (4) Reactant: C([NH:5][S:6]([C:9]1[S:13][C:12]([C:14]2[N:19]=[C:18]([NH:20][C:21]3[CH:25]=[C:24]([CH:26]4[CH2:28][CH2:27]4)[NH:23][N:22]=3)[C:17]([C:29]([OH:31])=[O:30])=[CH:16][N:15]=2)=[CH:11][CH:10]=1)(=[O:8])=[O:7])(C)(C)C.B(Cl)(Cl)Cl. Product: [CH:26]1([C:24]2[NH:23][N:22]=[C:21]([NH:20][C:18]3[C:17]([C:29]([OH:31])=[O:30])=[CH:16][N:15]=[C:14]([C:12]4[S:13][C:9]([S:6](=[O:8])(=[O:7])[NH2:5])=[CH:10][CH:11]=4)[N:19]=3)[CH:25]=2)[CH2:27][CH2:28]1. The catalyst class is: 2. (5) Reactant: Cl[C:2]1[CH:12]=[CH:11][C:5]([C:6]([O:8][CH2:9][CH3:10])=[O:7])=[CH:4][N:3]=1.C(OC([N:20]1[CH2:25][CH2:24][NH:23][CH2:22][CH2:21]1)=O)(C)(C)C.C(=O)([O-])[O-].[K+].[K+].O. Product: [CH2:9]([O:8][C:6]([C:5]1[CH:11]=[CH:12][C:2]([N:20]2[CH2:25][CH2:24][NH:23][CH2:22][CH2:21]2)=[N:3][CH:4]=1)=[O:7])[CH3:10]. The catalyst class is: 3.